Task: Predict the product of the given reaction.. Dataset: Forward reaction prediction with 1.9M reactions from USPTO patents (1976-2016) The product is: [ClH:29].[ClH:29].[NH2:1][C:4]1[CH:9]=[CH:8][C:7]([NH:10][CH2:11][CH2:12][CH:13]([OH:15])[CH3:14])=[CH:6][C:5]=1[CH3:16]. Given the reactants [N+:1]([C:4]1[CH:9]=[CH:8][C:7]([NH:10][CH2:11][CH2:12][CH:13]([OH:15])[CH3:14])=[CH:6][C:5]=1[CH3:16])([O-])=O.C1(N)C(F)=C(F)C(F)=C(N)C=1F.[ClH:29].Cl, predict the reaction product.